This data is from Forward reaction prediction with 1.9M reactions from USPTO patents (1976-2016). The task is: Predict the product of the given reaction. (1) Given the reactants Cl[C:2]1N=C2C(=CC=1OCC)C=C1N2C(C)CNC1.[C:19]([O:23][C:24]([N:26]1[CH2:38][C@@H:37]([CH3:39])[N:36]2[C@H:28]([CH2:29][C:30]3[C:35]2=[N:34][C:33]([C@@H:40]([O:42][CH3:43])[CH3:41])=[C:32]([CH2:44][OH:45])[CH:31]=3)[CH2:27]1)=[O:25])([CH3:22])([CH3:21])[CH3:20].[H-].[Na+].CI, predict the reaction product. The product is: [C:19]([O:23][C:24]([N:26]1[CH2:38][C@@H:37]([CH3:39])[N:36]2[C@H:28]([CH2:29][C:30]3[C:35]2=[N:34][C:33]([C@@H:40]([O:42][CH3:43])[CH3:41])=[C:32]([CH2:44][O:45][CH3:2])[CH:31]=3)[CH2:27]1)=[O:25])([CH3:22])([CH3:21])[CH3:20]. (2) Given the reactants CO[C:3](=[O:24])[C:4]1[CH:9]=[CH:8][C:7]([O:10][CH2:11][C:12]2[C:13]([CH:18]3[CH2:23][CH2:22][CH2:21][CH2:20][CH2:19]3)=[N:14][O:15][C:16]=2[CH3:17])=[N:6][CH:5]=1.[NH2:25][C:26]([CH3:30])([CH3:29])[CH2:27][OH:28], predict the reaction product. The product is: [CH:18]1([C:13]2[C:12]([CH2:11][O:10][C:7]3[CH:8]=[CH:9][C:4]([C:3]([NH:25][C:26]([CH3:30])([CH3:29])[CH2:27][OH:28])=[O:24])=[CH:5][N:6]=3)=[C:16]([CH3:17])[O:15][N:14]=2)[CH2:19][CH2:20][CH2:21][CH2:22][CH2:23]1. (3) Given the reactants [O:1]=[C:2]1[C:7]([C:8]([O-:10])=[O:9])=[CH:6][CH:5]=[CH:4][N:3]1[C:11]1[CH:16]=[CH:15][CH:14]=[CH:13][CH:12]=1.[OH-].[Na+], predict the reaction product. The product is: [O:1]=[C:2]1[C:7]([C:8]([OH:10])=[O:9])=[CH:6][CH:5]=[CH:4][N:3]1[C:11]1[CH:16]=[CH:15][CH:14]=[CH:13][CH:12]=1. (4) Given the reactants ClC1C=CC(SCC(O)=O)=NC=1.C[O:14][C:15](=[O:25])[CH2:16][S:17][C:18]1[C:23]([Cl:24])=[CH:22][CH:21]=[CH:20][N:19]=1, predict the reaction product. The product is: [Cl:24][C:23]1[C:18]([S:17][CH2:16][C:15]([OH:25])=[O:14])=[N:19][CH:20]=[CH:21][CH:22]=1. (5) Given the reactants [F:1][C:2]1[C:7]([F:8])=[CH:6][CH:5]=[CH:4][C:3]=1[C:9]1[N:17]=[C:12]2[CH:13]=[N:14][NH:15][CH:16]=[C:11]2[N:10]=1.[CH2:18]([C:22]1[CH:27]=[CH:26][C:25]([C:28]2[CH:32]=[C:31]([CH2:33]Cl)[O:30][N:29]=2)=[C:24]([C:35]([F:38])([F:37])[F:36])[CH:23]=1)[CH2:19][CH2:20][CH3:21], predict the reaction product. The product is: [CH2:18]([C:22]1[CH:27]=[CH:26][C:25]([C:28]2[CH:32]=[C:31]([CH2:33][N:14]3[CH:13]=[C:12]4[N:17]=[C:9]([C:3]5[CH:4]=[CH:5][CH:6]=[C:7]([F:8])[C:2]=5[F:1])[N:10]=[C:11]4[CH:16]=[N:15]3)[O:30][N:29]=2)=[C:24]([C:35]([F:37])([F:38])[F:36])[CH:23]=1)[CH2:19][CH2:20][CH3:21].